From a dataset of Peptide-MHC class II binding affinity with 134,281 pairs from IEDB. Regression. Given a peptide amino acid sequence and an MHC pseudo amino acid sequence, predict their binding affinity value. This is MHC class II binding data. (1) The peptide sequence is STWYGKPTAAGPKDN. The MHC is DRB3_0101 with pseudo-sequence DRB3_0101. The binding affinity (normalized) is 0. (2) The peptide sequence is ADVILPIGTRSVETD. The MHC is DRB1_1101 with pseudo-sequence DRB1_1101. The binding affinity (normalized) is 0.501. (3) The peptide sequence is ITSGCATALDLASNK. The MHC is DRB1_0101 with pseudo-sequence DRB1_0101. The binding affinity (normalized) is 0.540. (4) The peptide sequence is IIEECEHLEDGIYGI. The MHC is DRB4_0103 with pseudo-sequence DRB4_0103. The binding affinity (normalized) is 0.